The task is: Predict the reaction yield, written as a fraction of the theoretical maximum amount of product (1.0 means a 100% yield; for example, 0.34 means a 34% yield).. This data is from Reaction yield outcomes from USPTO patents with 853,638 reactions. (1) The reactants are Cl.Cl[C:3]1[N:8]=[C:7]([NH:9][CH:10]2[CH2:15][C:14]([CH3:17])([CH3:16])[NH:13][C:12]([CH3:19])([CH3:18])[CH2:11]2)[C:6]([F:20])=[CH:5][N:4]=1.[CH:21]1([C:24]2[CH:25]=[C:26]([NH2:36])[CH:27]=[C:28]([N:31]3[CH:35]=[N:34][N:33]=[N:32]3)[C:29]=2[F:30])[CH2:23][CH2:22]1.N1C=NN=N1.C[CH:43]([OH:45])C. No catalyst specified. The product is [NH3:4].[CH3:43][OH:45].[CH:21]1([C:24]2[CH:25]=[C:26]([NH:36][C:3]3[N:8]=[C:7]([NH:9][CH:10]4[CH2:15][C:14]([CH3:17])([CH3:16])[NH:13][C:12]([CH3:19])([CH3:18])[CH2:11]4)[C:6]([F:20])=[CH:5][N:4]=3)[CH:27]=[C:28]([N:31]3[CH:35]=[N:34][N:33]=[N:32]3)[C:29]=2[F:30])[CH2:23][CH2:22]1. The yield is 0.0100. (2) The reactants are CC(C)(C)C(Cl)=O.[Cl:8][C:9]1[CH:14]=[CH:13][C:12]([CH2:15][C:16]([OH:18])=O)=[CH:11][C:10]=1[F:19].[Li]CCCC.[CH2:25]([C@@H:32]1[CH2:36][O:35][C:34](=[O:37])[NH:33]1)[C:26]1[CH:31]=[CH:30][CH:29]=[CH:28][CH:27]=1. The catalyst is C1COCC1. The product is [CH2:25]([C@@H:32]1[CH2:36][O:35][C:34](=[O:37])[N:33]1[C:16](=[O:18])[CH2:15][C:12]1[CH:13]=[CH:14][C:9]([Cl:8])=[C:10]([F:19])[CH:11]=1)[C:26]1[CH:27]=[CH:28][CH:29]=[CH:30][CH:31]=1. The yield is 0.605. (3) The reactants are [CH2:1]([O:3][C:4]([C@@:6]1([NH:11][C:12]([C@@H:14]2[CH2:18][C@@H:17]([OH:19])[CH2:16][N:15]2[C:20]([O:22][C:23]([CH3:26])([CH3:25])[CH3:24])=[O:21])=[O:13])[CH2:8][C@H:7]1[CH:9]=[CH2:10])=[O:5])[CH3:2].C(N(C(C)C)CC)(C)C.[N+:36]([C:39]1[CH:47]=[CH:46][C:42]([C:43](Cl)=[O:44])=[CH:41][CH:40]=1)([O-:38])=[O:37]. The catalyst is CN(C)C1C=CN=CC=1.CCOC(C)=O. The product is [CH2:1]([O:3][C:4]([C@@:6]1([NH:11][C:12]([C@@H:14]2[CH2:18][C@@H:17]([O:19][C:43](=[O:44])[C:42]3[CH:41]=[CH:40][C:39]([N+:36]([O-:38])=[O:37])=[CH:47][CH:46]=3)[CH2:16][N:15]2[C:20]([O:22][C:23]([CH3:25])([CH3:24])[CH3:26])=[O:21])=[O:13])[CH2:8][C@H:7]1[CH:9]=[CH2:10])=[O:5])[CH3:2]. The yield is 0.990. (4) The product is [F:26][C:2]([F:1])([F:25])[CH2:3][CH2:4][CH:5]([C:9]1[CH:14]=[N:13][C:12]([C:15]2[CH:20]=[CH:19][C:18]([C:21]([F:22])([F:23])[F:24])=[CH:17][CH:16]=2)=[CH:11][CH:10]=1)[CH:6]=[O:7]. The catalyst is C(OCC)C. The yield is 0.790. The reactants are [F:1][C:2]([F:26])([F:25])[CH2:3][CH2:4][C:5]([C:9]1[CH:10]=[CH:11][C:12]([C:15]2[CH:20]=[CH:19][C:18]([C:21]([F:24])([F:23])[F:22])=[CH:17][CH:16]=2)=[N:13][CH:14]=1)=[CH:6][O:7]C.O1CCCC1.Cl.[OH-].[Na+]. (5) The reactants are [C:1](Cl)(=[O:3])[CH3:2].[N+:5]([C:8]1[CH:9]=[CH:10][C:11]2[O:16][CH2:15][CH2:14][NH:13][C:12]=2[CH:17]=1)([O-:7])=[O:6].C([O-])(O)=O.[Na+]. The catalyst is C(Cl)Cl. The product is [C:1]([N:13]1[C:12]2[CH:17]=[C:8]([N+:5]([O-:7])=[O:6])[CH:9]=[CH:10][C:11]=2[O:16][CH2:15][CH2:14]1)(=[O:3])[CH3:2]. The yield is 0.900.